This data is from Peptide-MHC class I binding affinity with 185,985 pairs from IEDB/IMGT. The task is: Regression. Given a peptide amino acid sequence and an MHC pseudo amino acid sequence, predict their binding affinity value. This is MHC class I binding data. (1) The peptide sequence is VVAVGGLAI. The MHC is HLA-B07:02 with pseudo-sequence HLA-B07:02. The binding affinity (normalized) is 0.489. (2) The peptide sequence is ALPPRAYAM. The MHC is Patr-A0701 with pseudo-sequence Patr-A0701. The binding affinity (normalized) is 0.720. (3) The peptide sequence is HPLARTAKV. The MHC is HLA-B18:01 with pseudo-sequence HLA-B18:01. The binding affinity (normalized) is 0.0847. (4) The peptide sequence is CTDESRDRK. The MHC is HLA-A31:01 with pseudo-sequence HLA-A31:01. The binding affinity (normalized) is 0. (5) The peptide sequence is MDSNTVSSF. The MHC is HLA-B44:02 with pseudo-sequence HLA-B44:02. The binding affinity (normalized) is 0.581. (6) The peptide sequence is MSAIVSCRY. The MHC is HLA-A03:01 with pseudo-sequence HLA-A03:01. The binding affinity (normalized) is 0.373. (7) The peptide sequence is ASPVAQSYL. The MHC is HLA-A30:02 with pseudo-sequence HLA-A30:02. The binding affinity (normalized) is 0.582. (8) The peptide sequence is IPLYRNGDF. The MHC is HLA-B07:02 with pseudo-sequence HLA-B07:02. The binding affinity (normalized) is 0.622. (9) The peptide sequence is EGIYTEGLM. The MHC is HLA-A24:02 with pseudo-sequence HLA-A24:02. The binding affinity (normalized) is 0.111.